Predict the product of the given reaction. From a dataset of Forward reaction prediction with 1.9M reactions from USPTO patents (1976-2016). (1) Given the reactants [CH3:1][C:2]1[N:3]=[CH:4][C:5]([N:8]2[C@@H:15]3[C@@H:10]([CH2:11][CH2:12][NH:13][CH2:14]3)[CH2:9]2)=[N:6][CH:7]=1.CC1C=C(C)N=C(N2[C@@H]3[C@@H](CCNC3)C2)N=1.[N:32]1[N:33]([C:37]2[CH:45]=[CH:44][CH:43]=[CH:42][C:38]=2[C:39](O)=[O:40])[N:34]=[CH:35][CH:36]=1.S1C=CC=C1C1C=CC=CC=1C(O)=O, predict the reaction product. The product is: [CH3:1][C:2]1[N:3]=[CH:4][C:5]([N:8]2[C@@H:15]3[C@@H:10]([CH2:11][CH2:12][N:13]([C:39]([C:38]4[CH:42]=[CH:43][CH:44]=[CH:45][C:37]=4[N:33]4[N:34]=[CH:35][CH:36]=[N:32]4)=[O:40])[CH2:14]3)[CH2:9]2)=[N:6][CH:7]=1. (2) Given the reactants [C:1]([CH2:3][NH:4][C:5]([C:7]1([NH2:13])[CH2:12][CH2:11][CH2:10][CH2:9][CH2:8]1)=[O:6])#[N:2].Cl.[CH2:15]([N:18]1[CH2:23][CH2:22][CH:21]([C:24]2[CH:32]=[CH:31][C:27]([C:28](O)=[O:29])=[CH:26][CH:25]=2)[CH2:20][CH2:19]1)[CH2:16][CH3:17].C1C=CC2N(O)N=NC=2C=1.C(N(CC)CC)C, predict the reaction product. The product is: [C:1]([CH2:3][NH:4][C:5]([C:7]1([NH:13][C:28](=[O:29])[C:27]2[CH:26]=[CH:25][C:24]([CH:21]3[CH2:20][CH2:19][N:18]([CH2:15][CH2:16][CH3:17])[CH2:23][CH2:22]3)=[CH:32][CH:31]=2)[CH2:12][CH2:11][CH2:10][CH2:9][CH2:8]1)=[O:6])#[N:2]. (3) Given the reactants C([CH:3]([OH:24])[CH2:4][CH2:5][N:6]1[C:14]2[C:9](=[CH:10][C:11]([N+:15]([O-:17])=[O:16])=[CH:12][CH:13]=2)[CH:8]=[C:7]1[C:18]1[CH:23]=[CH:22][CH:21]=[CH:20][CH:19]=1)C.C(N(CC)CC)C.[C:32](Cl)(=[O:34])[CH3:33].C([O-])(O)=O.[Na+], predict the reaction product. The product is: [C:32]([O:24][CH2:3][CH2:4][CH2:5][N:6]1[C:14]2[C:9](=[CH:10][C:11]([N+:15]([O-:17])=[O:16])=[CH:12][CH:13]=2)[CH:8]=[C:7]1[C:18]1[CH:23]=[CH:22][CH:21]=[CH:20][CH:19]=1)(=[O:34])[CH3:33]. (4) The product is: [Br:15][C:16]1[CH:23]=[CH:22][CH:21]=[CH:20][C:17]=1[CH2:18][N:11]1[C:10]2[C:9](=[O:12])[N:7]([CH3:8])[C:6](=[O:13])[N:5]([CH3:14])[C:4]=2[N:3]=[C:2]1[Cl:1]. Given the reactants [Cl:1][C:2]1[NH:11][C:10]2[C:9](=[O:12])[N:7]([CH3:8])[C:6](=[O:13])[N:5]([CH3:14])[C:4]=2[N:3]=1.[Br:15][C:16]1[CH:23]=[CH:22][CH:21]=[CH:20][C:17]=1[CH2:18]Br.CCOC(C)=O.O, predict the reaction product. (5) Given the reactants [CH2:1]([C:8]1[C:9]2[CH2:30][S:29][CH2:28][CH2:27][C:10]=2[N:11]=[C:12]([NH:14][C:15]2[CH:20]=[CH:19][C:18]([N:21]3[CH:25]=[CH:24][N:23]=[C:22]3[CH3:26])=[CH:17][CH:16]=2)[N:13]=1)[C:2]1[CH:7]=[CH:6][CH:5]=[CH:4][CH:3]=1.C1C=C(Cl)C=C(C(OO)=[O:39])C=1, predict the reaction product. The product is: [CH2:1]([C:8]1[C:9]2[CH2:30][S:29](=[O:39])[CH2:28][CH2:27][C:10]=2[N:11]=[C:12]([NH:14][C:15]2[CH:16]=[CH:17][C:18]([N:21]3[CH:25]=[CH:24][N:23]=[C:22]3[CH3:26])=[CH:19][CH:20]=2)[N:13]=1)[C:2]1[CH:3]=[CH:4][CH:5]=[CH:6][CH:7]=1. (6) Given the reactants Br[CH2:2][CH2:3][CH2:4][CH2:5][CH2:6][C:7]([CH3:17])([CH3:16])[CH2:8][O:9][CH:10]1[CH2:15][CH2:14][CH2:13][CH2:12][O:11]1.[C:18]1([CH3:30])[CH:23]=[CH:22][C:21]([S:24]([CH2:27][N+:28]#[C-:29])(=[O:26])=[O:25])=[CH:20][CH:19]=1.[H-].[Na+], predict the reaction product. The product is: [N+:28]([C:27]([S:24]([C:21]1[CH:20]=[CH:19][C:18]([CH3:30])=[CH:23][CH:22]=1)(=[O:25])=[O:26])([CH2:2][CH2:3][CH2:4][CH2:5][CH2:6][C:7]([CH3:16])([CH3:17])[CH2:8][O:9][CH:10]1[CH2:15][CH2:14][CH2:13][CH2:12][O:11]1)[CH2:2][CH2:3][CH2:4][CH2:5][CH2:6][C:7]([CH3:17])([CH3:16])[CH2:8][O:9][CH:10]1[CH2:15][CH2:14][CH2:13][CH2:12][O:11]1)#[C-:29].